From a dataset of Reaction yield outcomes from USPTO patents with 853,638 reactions. Predict the reaction yield, written as a fraction of the theoretical maximum amount of product (1.0 means a 100% yield; for example, 0.34 means a 34% yield). (1) The reactants are C([O:4][C@H:5]1[C@H:9]([O:10][C:11](=[O:18])[C:12]2[CH:17]=[CH:16][CH:15]=[CH:14][CH:13]=2)[C@H:8]([CH2:19][O:20][C:21](=[O:28])[C:22]2[CH:27]=[CH:26][CH:25]=[CH:24][CH:23]=2)[O:7][C@@H:6]1[N:29]1[CH:37]=[N:36][C:35]2[C:30]1=[N:31][CH:32]=[N:33][C:34]=2[NH2:38])(=O)C.O.NN. The catalyst is N1C=CC=CC=1. The product is [C:11]([O:10][C@@H:9]1[C@H:8]([CH2:19][O:20][C:21](=[O:28])[C:22]2[CH:23]=[CH:24][CH:25]=[CH:26][CH:27]=2)[O:7][C@H:6]([N:29]2[CH:37]=[N:36][C:35]3[C:30]2=[N:31][CH:32]=[N:33][C:34]=3[NH2:38])[C@H:5]1[OH:4])(=[O:18])[C:12]1[CH:13]=[CH:14][CH:15]=[CH:16][CH:17]=1. The yield is 0.680. (2) The reactants are Br[C:2]1[CH:3]=[C:4]2[C:10]([C:11]3[CH:12]=[CH:13][C:14]([OH:17])=[N:15][CH:16]=3)=[CH:9][NH:8][C:5]2=[N:6][CH:7]=1.[CH3:18][O:19][C:20]1[CH:25]=[CH:24][C:23]([CH2:26][O:27][C:28]2[CH:33]=[CH:32][C:31](B(O)O)=[CH:30][C:29]=2[O:37][CH3:38])=[CH:22][CH:21]=1.C(#N)C.C(=O)([O-])[O-].[Na+].[Na+]. The catalyst is O. The product is [CH3:38][O:37][C:29]1[CH:30]=[C:31]([C:2]2[CH:3]=[C:4]3[C:10]([C:11]4[CH:12]=[CH:13][C:14]([OH:17])=[N:15][CH:16]=4)=[CH:9][NH:8][C:5]3=[N:6][CH:7]=2)[CH:32]=[CH:33][C:28]=1[O:27][CH2:26][C:23]1[CH:22]=[CH:21][C:20]([O:19][CH3:18])=[CH:25][CH:24]=1. The yield is 0.460. (3) The reactants are C([SiH2][O:6][C:7](C)(C)[C:8]1[CH:9]=[C:10]([CH:13]=[CH:14][C:15]=1[Cl:16])[CH:11]=O)(C)(C)C.C([O-])(=O)C.[NH4+].[N+:24]([CH3:27])([O-:26])=[O:25].N1C=CN=C1.[CH3:33][C:34]([Si:37](Cl)([CH3:39])[CH3:38])([CH3:36])[CH3:35].[NH4+].[Cl-]. The catalyst is CC(O)=O. The product is [C:34]([Si:37]([O:6][CH2:7][C:8]1[CH:9]=[C:10]([CH:11]=[CH:27][N+:24]([O-:26])=[O:25])[CH:13]=[CH:14][C:15]=1[Cl:16])([CH3:39])[CH3:38])([CH3:36])([CH3:35])[CH3:33]. The yield is 0.590. (4) The reactants are [CH2:1]([O:3][C:4](=[O:27])[C:5](=[CH:11][NH:12][C:13]1[N:14]([CH2:18][C:19]2[CH:24]=[CH:23][C:22]([O:25][CH3:26])=[CH:21][CH:20]=2)[N:15]=[CH:16][CH:17]=1)[C:6]([O:8]CC)=O)[CH3:2]. The catalyst is C1(OC2C=CC=CC=2)C=CC=CC=1. The product is [CH2:1]([O:3][C:4]([C:5]1[C:6]([OH:8])=[C:17]2[CH:16]=[N:15][N:14]([CH2:18][C:19]3[CH:24]=[CH:23][C:22]([O:25][CH3:26])=[CH:21][CH:20]=3)[C:13]2=[N:12][CH:11]=1)=[O:27])[CH3:2]. The yield is 0.650. (5) The reactants are Cl.[F:2][C:3]1[CH:17]=[CH:16][C:6]2[C:7]([CH:10]3[CH2:15][CH2:14][NH:13][CH2:12][CH2:11]3)=[N:8][O:9][C:5]=2[CH:4]=1.Cl[CH2:19][CH2:20][CH2:21][O:22][C:23]1[CH:28]=[CH:27][C:26]([CH:29]([C:30]([CH:29]([C:26]2[CH:27]=[CH:28][C:23]([O:22][CH2:21][CH2:20][CH2:19]Cl)=[C:24]([O:48][CH3:49])[CH:25]=2)C)=O)[CH3:30])=[CH:25][C:24]=1[O:48][CH3:49].C(=O)([O-])[O-:51].[K+].[K+]. The catalyst is O. The product is [CH3:30][C:29]([C:26]1[CH:27]=[CH:28][C:23]([O:22][CH2:21][CH2:20][CH2:19][N:13]2[CH2:12][CH2:11][CH:10]([C:7]3[C:6]4[CH:16]=[CH:17][C:3]([F:2])=[CH:4][C:5]=4[O:9][N:8]=3)[CH2:15][CH2:14]2)=[C:24]([O:48][CH3:49])[CH:25]=1)=[O:51]. The yield is 0.861. (6) No catalyst specified. The reactants are [F:1][C:2]1[CH:7]=[CH:6][C:5]([CH2:8][CH2:9][CH2:10][CH2:11][C:12]2[S:13][C:14]3[N:15]=[C:16]([NH2:27])[N:17]=[C:18]([N:21]4[CH2:26][CH2:25][NH:24][CH2:23][CH2:22]4)[C:19]=3[N:20]=2)=[CH:4][CH:3]=1.[CH3:28][O:29][C:30]1[CH:40]=[CH:39][C:33]([O:34][CH2:35][C:36](O)=[O:37])=[CH:32][CH:31]=1. The yield is 0.350. The product is [NH2:27][C:16]1[N:17]=[C:18]([N:21]2[CH2:22][CH2:23][N:24]([C:36](=[O:37])[CH2:35][O:34][C:33]3[CH:39]=[CH:40][C:30]([O:29][CH3:28])=[CH:31][CH:32]=3)[CH2:25][CH2:26]2)[C:19]2[N:20]=[C:12]([CH2:11][CH2:10][CH2:9][CH2:8][C:5]3[CH:6]=[CH:7][C:2]([F:1])=[CH:3][CH:4]=3)[S:13][C:14]=2[N:15]=1. (7) The reactants are [Cl:1][C:2]1[CH:7]=[CH:6][C:5]([O:8][C:9]2[CH:14]=[CH:13][C:12]([CH2:15][S:16][C:17]3[NH:18][CH:19]=[C:20]([CH2:24]O)[C:21](=[O:23])[N:22]=3)=[CH:11][CH:10]=2)=[CH:4][C:3]=1[C:26]([F:29])([F:28])[F:27].CC(OC(/N=N/C(OC(C)C)=O)=O)C.C1(P(C2C=CC=CC=2)C2C=CC=CC=2)C=CC=CC=1.[NH:63]1[CH2:67][CH2:66][CH2:65][CH2:64]1. The product is [Cl:1][C:2]1[CH:7]=[CH:6][C:5]([O:8][C:9]2[CH:10]=[CH:11][C:12]([CH2:15][S:16][C:17]3[NH:18][CH:19]=[C:20]([CH2:24][N:63]4[CH2:67][CH2:66][CH2:65][CH2:64]4)[C:21](=[O:23])[N:22]=3)=[CH:13][CH:14]=2)=[CH:4][C:3]=1[C:26]([F:29])([F:28])[F:27]. The catalyst is CN(C=O)C. The yield is 0.135.